From a dataset of Catalyst prediction with 721,799 reactions and 888 catalyst types from USPTO. Predict which catalyst facilitates the given reaction. (1) Reactant: C[O:2][C:3]([C:5]1[CH:14]=[C:13]([O:15][C:16]2[CH:21]=[CH:20][C:19]([S:22]([CH2:25][CH3:26])(=[O:24])=[O:23])=[CH:18][N:17]=2)[C:12]2[C:7](=[CH:8][CH:9]=[C:10]([Br:27])[CH:11]=2)[CH:6]=1)=O.[H-].C([Al+]CC(C)C)C(C)C.O.O.O.O.C(C(C(C([O-])=O)O)O)([O-])=O.[Na+].[K+]. Product: [Br:27][C:10]1[CH:11]=[C:12]2[C:7](=[CH:8][CH:9]=1)[CH:6]=[C:5]([CH2:3][OH:2])[CH:14]=[C:13]2[O:15][C:16]1[CH:21]=[CH:20][C:19]([S:22]([CH2:25][CH3:26])(=[O:23])=[O:24])=[CH:18][N:17]=1. The catalyst class is: 7. (2) Reactant: C(O[BH-](OC(=O)C)OC(=O)C)(=O)C.[Na+].[CH3:15][N:16]([CH2:27][CH:28]=O)[C:17](=[O:26])[O:18][CH2:19][C:20]1[CH:25]=[CH:24][CH:23]=[CH:22][CH:21]=1.[N:30]([CH2:33][CH2:34][O:35][CH2:36][CH2:37][O:38][CH2:39][CH2:40][O:41][CH2:42][CH2:43][NH:44][CH3:45])=[N+:31]=[N-:32].C(O)(=O)C. Product: [N:30]([CH2:33][CH2:34][O:35][CH2:36][CH2:37][O:38][CH2:39][CH2:40][O:41][CH2:42][CH2:43][N:44]([CH3:45])[CH2:28][CH2:27][N:16]([CH3:15])[C:17](=[O:26])[O:18][CH2:19][C:20]1[CH:21]=[CH:22][CH:23]=[CH:24][CH:25]=1)=[N+:31]=[N-:32]. The catalyst class is: 56. (3) Reactant: [C:1]1([C:16]2[CH:21]=[CH:20][CH:19]=[CH:18][CH:17]=2)[CH:6]=[CH:5][CH:4]=[C:3]([C:7]2[C:8]([F:15])=[C:9]([OH:14])[C:10](=[O:13])[NH:11][CH:12]=2)[CH:2]=1.[OH-].[Na+].[CH2:24](Br)[C:25]1[CH:30]=[CH:29][CH:28]=[CH:27][CH:26]=1. Product: [CH2:24]([O:14][C:9]1[C:10](=[O:13])[NH:11][CH:12]=[C:7]([C:3]2[CH:2]=[C:1]([C:16]3[CH:21]=[CH:20][CH:19]=[CH:18][CH:17]=3)[CH:6]=[CH:5][CH:4]=2)[C:8]=1[F:15])[C:25]1[CH:30]=[CH:29][CH:28]=[CH:27][CH:26]=1. The catalyst class is: 5. (4) Reactant: [Na].[CH3:2][N:3]([CH3:7])[CH2:4][CH2:5][OH:6].Cl[C:9]1[CH:10]=[C:11]([CH:16]=[C:17]([N:19]2[CH2:24][CH2:23][CH:22]([NH:25][C:26]([C:28]3[NH:29][C:30]([CH3:35])=[C:31]([Cl:34])[C:32]=3[Cl:33])=[O:27])[CH2:21][CH2:20]2)[N:18]=1)[C:12]([O:14]C)=[O:13].Cl. Product: [Cl:33][C:32]1[C:31]([Cl:34])=[C:30]([CH3:35])[NH:29][C:28]=1[C:26]([NH:25][CH:22]1[CH2:23][CH2:24][N:19]([C:17]2[CH:16]=[C:11]([CH:10]=[C:9]([O:6][CH2:5][CH2:4][N:3]([CH3:7])[CH3:2])[N:18]=2)[C:12]([OH:14])=[O:13])[CH2:20][CH2:21]1)=[O:27]. The catalyst class is: 3. (5) Reactant: OC1C=[CH:6][C:5]([C:8]2[CH:13]=[CH:12][C:11]([N+:14]([O-:16])=[O:15])=[CH:10][CH:9]=2)=[CH:4][C:3]=1[C:17]([OH:19])=O.[C:20]([O-])([O-])=O.[K+].[K+].C[CH2:27][O:28][C:29]([CH3:31])=[O:30]. Product: [CH3:27][O:28][C:29]([C:31]1[CH:6]=[C:5]([C:8]2[CH:9]=[CH:10][C:11]([N+:14]([O-:16])=[O:15])=[CH:12][CH:13]=2)[CH:4]=[CH:3][C:17]=1[O:19][CH3:20])=[O:30]. The catalyst class is: 21. (6) Reactant: O=[C:2]([CH2:8][C:9](=[O:11])[CH3:10])[C:3]([O:5][CH2:6][CH3:7])=[O:4].Cl.C[NH:14][O:15][CH3:16]. Product: [CH3:16][O:15]/[N:14]=[C:2](/[CH2:8][C:9](=[O:11])[CH3:10])\[C:3]([O:5][CH2:6][CH3:7])=[O:4]. The catalyst class is: 40. (7) Reactant: [CH3:1][O:2][C:3]12[CH2:10][CH2:9][C:6]([C:11](OC)=[O:12])([CH2:7][CH2:8]1)[CH2:5][CH2:4]2. Product: [CH3:1][O:2][C:3]12[CH2:10][CH2:9][C:6]([CH2:11][OH:12])([CH2:7][CH2:8]1)[CH2:5][CH2:4]2. The catalyst class is: 116. (8) Reactant: [CH3:1][O:2][C:3]1[CH:4]=[C:5]([CH:11]2[CH:15]([C:16]([O:18]C)=[O:17])C3C=C(C=CC(OC)=O)C=C(OC)C=3O2)[CH:6]=[CH:7][C:8]=1[O:9]C.CC(C)=O.[OH-].[Na+]. Product: [CH3:1][O:2][C:3]1[CH:4]=[C:5]([CH:6]=[CH:7][C:8]=1[OH:9])[CH:11]=[CH:15][C:16]([OH:18])=[O:17]. The catalyst class is: 6. (9) Reactant: [Cl:1][C:2]1[CH:3]=[CH:4][C:5]2[O:18][CH:17]([CH2:19][OH:20])[N:8]3[C:9]4[CH:10]=[CH:11][CH:12]=[C:13]([F:16])[C:14]=4[CH:15]=[C:7]3[C:6]=2[N:21]=1.[CH3:22][S:23](Cl)(=[O:25])=[O:24].O. Product: [CH3:22][S:23]([O:20][CH2:19][CH:17]1[N:8]2[C:9]3[CH:10]=[CH:11][CH:12]=[C:13]([F:16])[C:14]=3[CH:15]=[C:7]2[C:6]2[N:21]=[C:2]([Cl:1])[CH:3]=[CH:4][C:5]=2[O:18]1)(=[O:25])=[O:24]. The catalyst class is: 17. (10) Reactant: [C:1]1(=O)[CH2:6][CH2:5][CH2:4][CH2:3][CH2:2]1.Cl.[C:9]1([CH3:17])[CH:14]=[CH:13][C:12]([NH:15]N)=[CH:11][CH:10]=1. Product: [CH3:17][C:9]1[CH:14]=[C:13]2[C:12](=[CH:11][CH:10]=1)[NH:15][C:2]1[CH2:3][CH2:4][CH2:5][CH2:6][C:1]2=1. The catalyst class is: 15.